Dataset: Reaction yield outcomes from USPTO patents with 853,638 reactions. Task: Predict the reaction yield, written as a fraction of the theoretical maximum amount of product (1.0 means a 100% yield; for example, 0.34 means a 34% yield). The reactants are C1(C(C2C=CC=CC=2)=[N:8][C:9]2[CH:10]=[CH:11][C:12]3[C:18]4([CH:27]=[CH2:28])[CH2:19][CH2:20][C:21]5([CH2:26][CH:17]4[CH2:16][CH2:15][O:14][C:13]=3[CH:29]=2)[O:25][CH2:24][CH2:23][O:22]5)C=CC=CC=1. The catalyst is [Pd].CCO. The product is [CH2:27]([C:18]12[CH2:19][CH2:20][C:21]3([O:25][CH2:24][CH2:23][O:22]3)[CH2:26][CH:17]1[CH2:16][CH2:15][O:14][C:13]1[CH:29]=[C:9]([NH2:8])[CH:10]=[CH:11][C:12]2=1)[CH3:28]. The yield is 0.970.